Dataset: Forward reaction prediction with 1.9M reactions from USPTO patents (1976-2016). Task: Predict the product of the given reaction. The product is: [CH3:19][O:18][C:14]([C:15]1[S:16][C:5]([CH:4]([O:3][CH2:1][CH3:2])[O:11][CH2:12][CH3:13])=[CH:6][C:7]=1[CH2:8][CH3:9])=[O:17]. Given the reactants [CH2:1]([O:3][CH:4]([O:11][CH2:12][CH3:13])[C:5]#[C:6][C:7](=O)[CH2:8][CH3:9])[CH3:2].[C:14]([O:18][CH3:19])(=[O:17])[CH2:15][SH:16].CO.C([O-])([O-])=O.[Cs+].[Cs+].[O-]S([O-])(=O)=O.[Mg+2], predict the reaction product.